This data is from NCI-60 drug combinations with 297,098 pairs across 59 cell lines. The task is: Regression. Given two drug SMILES strings and cell line genomic features, predict the synergy score measuring deviation from expected non-interaction effect. (1) Drug 1: C1C(C(OC1N2C=NC3=C2NC=NCC3O)CO)O. Drug 2: CC1C(C(CC(O1)OC2CC(CC3=C2C(=C4C(=C3O)C(=O)C5=CC=CC=C5C4=O)O)(C(=O)C)O)N)O. Cell line: SN12C. Synergy scores: CSS=35.7, Synergy_ZIP=-1.38, Synergy_Bliss=-4.22, Synergy_Loewe=-46.5, Synergy_HSA=-3.21. (2) Cell line: MDA-MB-231. Drug 2: CC12CCC3C(C1CCC2O)C(CC4=C3C=CC(=C4)O)CCCCCCCCCS(=O)CCCC(C(F)(F)F)(F)F. Drug 1: CC1OCC2C(O1)C(C(C(O2)OC3C4COC(=O)C4C(C5=CC6=C(C=C35)OCO6)C7=CC(=C(C(=C7)OC)O)OC)O)O. Synergy scores: CSS=25.8, Synergy_ZIP=-6.90, Synergy_Bliss=0.261, Synergy_Loewe=-2.29, Synergy_HSA=1.91. (3) Drug 2: CCN(CC)CCCC(C)NC1=C2C=C(C=CC2=NC3=C1C=CC(=C3)Cl)OC. Cell line: HCT-15. Synergy scores: CSS=65.9, Synergy_ZIP=14.1, Synergy_Bliss=14.5, Synergy_Loewe=1.82, Synergy_HSA=10.8. Drug 1: CCCCC(=O)OCC(=O)C1(CC(C2=C(C1)C(=C3C(=C2O)C(=O)C4=C(C3=O)C=CC=C4OC)O)OC5CC(C(C(O5)C)O)NC(=O)C(F)(F)F)O. (4) Drug 1: C1=CN(C=N1)CC(O)(P(=O)(O)O)P(=O)(O)O. Drug 2: CS(=O)(=O)OCCCCOS(=O)(=O)C. Cell line: NCI-H226. Synergy scores: CSS=2.19, Synergy_ZIP=-0.643, Synergy_Bliss=0.121, Synergy_Loewe=-0.510, Synergy_HSA=-0.477. (5) Drug 1: C1=CC=C(C=C1)NC(=O)CCCCCCC(=O)NO. Drug 2: C1CC(CCC1OC2=C(C(=CC=C2)Cl)F)(CC3=NC(=CC=C3)NC4=NC=CS4)C(=O)O. Cell line: OVCAR3. Synergy scores: CSS=60.6, Synergy_ZIP=0.390, Synergy_Bliss=2.44, Synergy_Loewe=0.500, Synergy_HSA=4.27. (6) Drug 1: C1=C(C(=O)NC(=O)N1)N(CCCl)CCCl. Drug 2: CC1C(C(CC(O1)OC2CC(OC(C2O)C)OC3=CC4=CC5=C(C(=O)C(C(C5)C(C(=O)C(C(C)O)O)OC)OC6CC(C(C(O6)C)O)OC7CC(C(C(O7)C)O)OC8CC(C(C(O8)C)O)(C)O)C(=C4C(=C3C)O)O)O)O. Cell line: M14. Synergy scores: CSS=1.08, Synergy_ZIP=-7.67, Synergy_Bliss=-14.7, Synergy_Loewe=-16.1, Synergy_HSA=-16.3. (7) Drug 1: CC12CCC3C(C1CCC2O)C(CC4=C3C=CC(=C4)O)CCCCCCCCCS(=O)CCCC(C(F)(F)F)(F)F. Drug 2: C(CC(=O)O)C(=O)CN.Cl. Cell line: T-47D. Synergy scores: CSS=12.3, Synergy_ZIP=-0.173, Synergy_Bliss=0.532, Synergy_Loewe=0.106, Synergy_HSA=1.92. (8) Cell line: HCT116. Drug 2: CC1C(C(CC(O1)OC2CC(CC3=C2C(=C4C(=C3O)C(=O)C5=CC=CC=C5C4=O)O)(C(=O)C)O)N)O. Synergy scores: CSS=38.7, Synergy_ZIP=-1.51, Synergy_Bliss=-0.0278, Synergy_Loewe=-1.69, Synergy_HSA=4.71. Drug 1: C1CN1C2=NC(=NC(=N2)N3CC3)N4CC4. (9) Drug 1: C1=NC2=C(N=C(N=C2N1C3C(C(C(O3)CO)O)F)Cl)N. Drug 2: CCC1=C2CN3C(=CC4=C(C3=O)COC(=O)C4(CC)O)C2=NC5=C1C=C(C=C5)O. Cell line: OVCAR-5. Synergy scores: CSS=12.6, Synergy_ZIP=-5.17, Synergy_Bliss=-3.99, Synergy_Loewe=-9.08, Synergy_HSA=-2.22. (10) Drug 1: C1CC(=O)NC(=O)C1N2CC3=C(C2=O)C=CC=C3N. Drug 2: CC1=C(C(CCC1)(C)C)C=CC(=CC=CC(=CC(=O)O)C)C. Cell line: BT-549. Synergy scores: CSS=-4.31, Synergy_ZIP=0.576, Synergy_Bliss=-1.83, Synergy_Loewe=-6.55, Synergy_HSA=-6.42.